Dataset: Reaction yield outcomes from USPTO patents with 853,638 reactions. Task: Predict the reaction yield, written as a fraction of the theoretical maximum amount of product (1.0 means a 100% yield; for example, 0.34 means a 34% yield). (1) The reactants are [F:1][C:2]1[CH:7]=[CH:6][C:5]([NH2:8])=[C:4]([N+:9]([O-:11])=[O:10])[CH:3]=1.F[C:13]1[CH:20]=[CH:19][C:18]([C:21]([F:24])([F:23])[F:22])=[CH:17][C:14]=1[C:15]#[N:16].O.[OH-].[Li+]. The catalyst is CS(C)=O. The product is [F:1][C:2]1[CH:7]=[CH:6][C:5]([NH:8][C:13]2[CH:20]=[CH:19][C:18]([C:21]([F:22])([F:24])[F:23])=[CH:17][C:14]=2[C:15]#[N:16])=[C:4]([N+:9]([O-:11])=[O:10])[CH:3]=1. The yield is 0.960. (2) The reactants are [F:1][C:2]1[CH:18]=[CH:17][CH:16]=[CH:15][C:3]=1[CH2:4][O:5][C:6]1[CH:14]=[CH:13][C:9]([C:10]([OH:12])=O)=[CH:8][CH:7]=1.CCCCCCCCCCC.Cl.[CH3:31][O:32][NH:33][CH3:34]. The yield is 0.930. The catalyst is S(Cl)(Cl)=O.C(Cl)Cl. The product is [F:1][C:2]1[CH:18]=[CH:17][CH:16]=[CH:15][C:3]=1[CH2:4][O:5][C:6]1[CH:7]=[CH:8][C:9]([C:10]([N:33]([CH3:34])[O:32][CH3:31])=[O:12])=[CH:13][CH:14]=1. (3) The reactants are [Cl:1][C:2]1[CH:3]=[CH:4][C:5]([NH:8][C:9]([C:11]2[CH:16]=[C:15]([Cl:17])[CH:14]=[CH:13][C:12]=2[NH:18][C:19]([C:21]2[CH:26]=[CH:25][C:24]([S:27]([CH3:38])(=[N:29][C:30](=[O:37])[CH2:31][N:32]([CH2:35][CH3:36])[CH2:33][CH3:34])=[O:28])=[CH:23][CH:22]=2)=[O:20])=[O:10])=[N:6][CH:7]=1.Cl. The catalyst is C(Cl)Cl. The product is [ClH:1].[Cl:1][C:2]1[CH:3]=[CH:4][C:5]([NH:8][C:9]([C:11]2[CH:16]=[C:15]([Cl:17])[CH:14]=[CH:13][C:12]=2[NH:18][C:19]([C:21]2[CH:26]=[CH:25][C:24]([S:27]([CH3:38])(=[N:29][C:30](=[O:37])[CH2:31][N:32]([CH2:33][CH3:34])[CH2:35][CH3:36])=[O:28])=[CH:23][CH:22]=2)=[O:20])=[O:10])=[N:6][CH:7]=1. The yield is 0.420.